This data is from Full USPTO retrosynthesis dataset with 1.9M reactions from patents (1976-2016). The task is: Predict the reactants needed to synthesize the given product. (1) Given the product [SH:9][C:8]1[CH:7]=[CH:6][CH:5]=[C:4]([CH3:3])[C:12]=1[OH:11], predict the reactants needed to synthesize it. The reactants are: [OH-].[Na+].[CH3:3][C:4]1[C:12]2[O:11]C(=O)[S:9][C:8]=2[CH:7]=[CH:6][CH:5]=1. (2) Given the product [Cl:13][C:9]1[CH:10]=[CH:11][C:2]([C:20]#[N:17])=[CH:3][C:4]=1[C:5]([O:7][CH3:8])=[O:6], predict the reactants needed to synthesize it. The reactants are: Cl[C:2]1[CH:3]=[C:4]([CH:9]=[C:10](Cl)[CH:11]=1)[C:5]([O:7][CH3:8])=[O:6].[Cl:13]CCl.C[N:17]([CH3:20])C=O.